This data is from Forward reaction prediction with 1.9M reactions from USPTO patents (1976-2016). The task is: Predict the product of the given reaction. (1) Given the reactants [F:1][CH:2]([CH3:27])[CH2:3][N:4]1[CH2:9][CH2:8][CH:7]([CH2:10][O:11][C:12]2[CH:17]=[CH:16][C:15]([C:18]3[CH:23]=[CH:22][C:21]([C:24](O)=[O:25])=[CH:20][CH:19]=3)=[CH:14][CH:13]=2)[CH2:6][CH2:5]1.Cl.[CH3:29][NH:30][CH3:31].C1CN([P+](ON2N=NC3C=CC=CC2=3)(N2CCCC2)N2CCCC2)CC1.F[P-](F)(F)(F)(F)F.CCN(C(C)C)C(C)C, predict the reaction product. The product is: [F:1][CH:2]([CH3:27])[CH2:3][N:4]1[CH2:5][CH2:6][CH:7]([CH2:10][O:11][C:12]2[CH:17]=[CH:16][C:15]([C:18]3[CH:23]=[CH:22][C:21]([C:24]([N:30]([CH3:31])[CH3:29])=[O:25])=[CH:20][CH:19]=3)=[CH:14][CH:13]=2)[CH2:8][CH2:9]1. (2) Given the reactants C(OC([N:8]1[CH2:22][CH2:21][C:12]2=[C:13](Cl)[N:14]3[C:18]([N:19]=[C:11]2[CH2:10][CH2:9]1)=[CH:17][CH:16]=[N:15]3)=O)(C)(C)C.Cl.[NH:24]1[CH2:27][CH:26]([C:28]#[N:29])[CH2:25]1, predict the reaction product. The product is: [N:15]1[N:14]2[C:18]([N:19]=[C:11]3[CH2:10][CH2:9][NH:8][CH2:22][CH2:21][C:12]3=[C:13]2[N:24]2[CH2:27][CH:26]([C:28]#[N:29])[CH2:25]2)=[CH:17][CH:16]=1. (3) The product is: [CH3:12][N:8]1[C:6](=[O:7])[N:3]([CH3:4])[CH2:2][CH2:10][CH2:9]1. Given the reactants C1N=[CH:4][N:3]([C:6]([N:8]2[CH:12]=N[CH:10]=[CH:9]2)=[O:7])[CH:2]=1.ClC(OCC(C)C)=O, predict the reaction product. (4) Given the reactants [H-].[Al+3].[Li+].[H-].[H-].[H-].[CH2:7]([N:14]1[CH2:19][C:18](=[O:20])[NH:17][C@H:16]([CH2:21][C:22]2[CH:27]=[CH:26][C:25]([OH:28])=[C:24]([O:29][CH3:30])[CH:23]=2)[C:15]1=O)[C:8]1[CH:13]=[CH:12][CH:11]=[CH:10][CH:9]=1.[OH-].[Na+].[F:34][C:35]([F:50])([F:49])[C:36]1[CH:37]=[C:38]([CH:42]=[C:43]([C:45]([F:48])([F:47])[F:46])[CH:44]=1)[C:39](Cl)=[O:40], predict the reaction product. The product is: [CH2:7]([N:14]1[CH2:19][CH2:18][N:17]([C:39](=[O:40])[C:38]2[CH:37]=[C:36]([C:35]([F:50])([F:49])[F:34])[CH:44]=[C:43]([C:45]([F:48])([F:47])[F:46])[CH:42]=2)[C@H:16]([CH2:21][C:22]2[CH:27]=[CH:26][C:25]([OH:28])=[C:24]([O:29][CH3:30])[CH:23]=2)[CH2:15]1)[C:8]1[CH:9]=[CH:10][CH:11]=[CH:12][CH:13]=1.[F:34][C:35]([F:50])([F:49])[C:36]1[CH:37]=[C:38]([CH:42]=[C:43]([C:45]([F:48])([F:47])[F:46])[CH:44]=1)[C:39]([O-:20])=[O:40].